Dataset: Full USPTO retrosynthesis dataset with 1.9M reactions from patents (1976-2016). Task: Predict the reactants needed to synthesize the given product. (1) Given the product [CH3:1][C:2]([CH3:8])([CH3:7])[C:3]([CH:4]=[N:39][C:13]([O:12][Si:19]([CH3:26])([CH3:25])[CH3:18])=[CH2:14])=[CH2:6], predict the reactants needed to synthesize it. The reactants are: [CH3:1][C:2]([CH3:8])([CH3:7])[C:3](=[CH2:6])[CH:4]=O.ClC1C=[C:12](C=CC=1)[CH:13]=[O:14].[CH3:18][Si:19]([CH3:26])([CH3:25])N[Si:19]([CH3:26])([CH3:25])[CH3:18].C([Li])CCC.C[Si](Cl)(C)C.C([N:39](CC)CC)C.C(Cl)(=O)C. (2) Given the product [Cl:19][C:17]1[CH:16]=[CH:15][C:14]2[N:8]([CH2:7][C:6]([CH3:45])([CH3:44])[CH2:5][OH:4])[C:9](=[O:43])[C@@H:10]([CH2:30][C:31]3[S:32][C:33]([C:36](=[CH2:37])[C:48]([OH:50])=[O:46])=[CH:34][N:35]=3)[O:11][C@H:12]([C:20]3[CH:25]=[CH:24][CH:23]=[C:22]([O:26][CH3:27])[C:21]=3[O:28][CH3:29])[C:13]=2[CH:18]=1, predict the reactants needed to synthesize it. The reactants are: C([O:4][CH2:5][C:6]([CH3:45])([CH3:44])[CH2:7][N:8]1[C:14]2[CH:15]=[CH:16][C:17]([Cl:19])=[CH:18][C:13]=2[C@@H:12]([C:20]2[CH:25]=[CH:24][CH:23]=[C:22]([O:26][CH3:27])[C:21]=2[O:28][CH3:29])[O:11][C@H:10]([CH2:30][C:31]2[S:32][C:33](/[CH:36]=[CH:37]/C(OCC)=O)=[CH:34][N:35]=2)[C:9]1=[O:43])(=O)C.[OH-:46].[Na+].[CH2:48]([OH:50])C.Cl. (3) Given the product [Br:3][C:4]1[CH:5]=[C:6]2[C:10](=[CH:11][CH:12]=1)[N:9]([CH2:18][CH2:19][CH2:20][CH2:21][CH2:22][CH2:23][CH2:24][CH3:25])[CH:8]=[C:7]2[CH2:13][C:14]([OH:16])=[O:15], predict the reactants needed to synthesize it. The reactants are: [H-].[Na+].[Br:3][C:4]1[CH:5]=[C:6]2[C:10](=[CH:11][CH:12]=1)[NH:9][CH:8]=[C:7]2[CH2:13][C:14]([OH:16])=[O:15].Br[CH2:18][CH2:19][CH2:20][CH2:21][CH2:22][CH2:23][CH2:24][CH3:25].CCOCC. (4) Given the product [CH:27]([C:29]1[C:30]([CH3:40])=[C:31]2[C:35](=[CH:36][CH:37]=1)[N:34]([CH2:2][C:3]1[CH:4]=[N:5][N:6]([C:8]([C:21]3[CH:26]=[CH:25][CH:24]=[CH:23][CH:22]=3)([C:15]3[CH:20]=[CH:19][CH:18]=[CH:17][CH:16]=3)[C:9]3[CH:14]=[CH:13][CH:12]=[CH:11][CH:10]=3)[CH:7]=1)[C:33]([C:38]#[N:39])=[CH:32]2)=[O:28], predict the reactants needed to synthesize it. The reactants are: Br[CH2:2][C:3]1[CH:4]=[N:5][N:6]([C:8]([C:21]2[CH:26]=[CH:25][CH:24]=[CH:23][CH:22]=2)([C:15]2[CH:20]=[CH:19][CH:18]=[CH:17][CH:16]=2)[C:9]2[CH:14]=[CH:13][CH:12]=[CH:11][CH:10]=2)[CH:7]=1.[CH:27]([C:29]1[C:30]([CH3:40])=[C:31]2[C:35](=[CH:36][CH:37]=1)[NH:34][C:33]([C:38]#[N:39])=[CH:32]2)=[O:28].C(=O)([O-])[O-].[Cs+].[Cs+]. (5) The reactants are: [CH3:1][O:2][C:3]1[CH:4]=[C:5]([CH:23]=[CH:24][C:25]=1[O:26][CH3:27])[CH2:6][CH:7]1[C:16]2[C:11](=[C:12]([O:21][CH3:22])[C:13]([O:19][CH3:20])=[C:14]([O:17][CH3:18])[CH:15]=2)[CH2:10][CH2:9][NH:8]1.Br[CH2:29][C:30](Br)=[O:31].[CH3:33][O:34][C:35]1[CH:42]=[CH:41][CH:40]=[CH:39][C:36]=1[CH2:37][NH2:38]. Given the product [CH3:1][O:2][C:3]1[CH:4]=[C:5]([CH:23]=[CH:24][C:25]=1[O:26][CH3:27])[CH2:6][CH:7]1[C:16]2[C:11](=[C:12]([O:21][CH3:22])[C:13]([O:19][CH3:20])=[C:14]([O:17][CH3:18])[CH:15]=2)[CH2:10][CH2:9][N:8]1[CH2:29][C:30]([NH:38][CH2:37][C:36]1[CH:39]=[CH:40][CH:41]=[CH:42][C:35]=1[O:34][CH3:33])=[O:31], predict the reactants needed to synthesize it. (6) Given the product [Cl:26][C:2]([CH3:17])([CH3:1])[CH:3]([N:18]=[O:20])[CH2:4][CH2:5][N:6]1[C:7](=[O:16])[C:8]2=[CH:15][CH:14]=[CH:13][CH:12]=[C:9]2[C:10]1=[O:11], predict the reactants needed to synthesize it. The reactants are: [CH3:1][C:2]([CH3:17])=[CH:3][CH2:4][CH2:5][N:6]1[C:10](=[O:11])[C:9]2=[CH:12][CH:13]=[CH:14][CH:15]=[C:8]2[C:7]1=[O:16].[N:18]([O:20]CCC(C)C)=O.[ClH:26]. (7) Given the product [C:2](#[N:1])[C:7]1[C:17](=[CH:3][CH:4]=[CH:5][CH:6]=1)[C:16]#[N:18], predict the reactants needed to synthesize it. The reactants are: [NH2:1][C:2]1[C:3](S(O)(=O)=O)=[CH:4][CH:5]=[C:6](S(O)(=O)=O)[CH:7]=1.[C:16](#[N:18])[CH3:17]. (8) The reactants are: [Cl:1][C:2]1[CH:7]=[CH:6][C:5]([S:8][C:9]2[C:17]3[C:16]([S:18]([CH3:21])(=[O:20])=[O:19])=[CH:15][C:14]([O:22][CH3:23])=[C:13]([S:24]([CH3:27])(=[O:26])=[O:25])[C:12]=3[N:11]3[CH2:28][CH2:29][CH:30]([CH2:31][C:32]([O:34]C)=[O:33])[C:10]=23)=[CH:4][CH:3]=1.O1CCOCC1.Cl. Given the product [Cl:1][C:2]1[CH:7]=[CH:6][C:5]([S:8][C:9]2[C:17]3[C:16]([S:18]([CH3:21])(=[O:20])=[O:19])=[CH:15][C:14]([O:22][CH3:23])=[C:13]([S:24]([CH3:27])(=[O:25])=[O:26])[C:12]=3[N:11]3[CH2:28][CH2:29][CH:30]([CH2:31][C:32]([OH:34])=[O:33])[C:10]=23)=[CH:4][CH:3]=1, predict the reactants needed to synthesize it.